From a dataset of Forward reaction prediction with 1.9M reactions from USPTO patents (1976-2016). Predict the product of the given reaction. Given the reactants [OH-].[Na+:2].[CH:3]1([N:7]2[CH2:13][CH2:12][C:11]3[CH:14]=[CH:15][C:16]([O:18][C:19]4[N:24]=[C:23]([C:25]([O:27]C)=[O:26])[C:22]([C:29]([O:31]C)=[O:30])=[CH:21][CH:20]=4)=[CH:17][C:10]=3[CH2:9][CH2:8]2)[CH2:6][CH2:5][CH2:4]1, predict the reaction product. The product is: [CH:3]1([N:7]2[CH2:13][CH2:12][C:11]3[CH:14]=[CH:15][C:16]([O:18][C:19]4[N:24]=[C:23]([C:25]([O-:27])=[O:26])[C:22]([C:29]([O-:31])=[O:30])=[CH:21][CH:20]=4)=[CH:17][C:10]=3[CH2:9][CH2:8]2)[CH2:4][CH2:5][CH2:6]1.[Na+:2].[Na+:2].